Predict the product of the given reaction. From a dataset of Forward reaction prediction with 1.9M reactions from USPTO patents (1976-2016). (1) Given the reactants OS(O)(=O)=O.[C:6]1([CH2:12][CH2:13][CH2:14][C:15]([OH:17])=[O:16])[CH:11]=[CH:10][CH:9]=[CH:8][CH:7]=1.O.[CH3:19]O, predict the reaction product. The product is: [C:6]1([CH2:12][CH2:13][CH2:14][C:15]([O:17][CH3:19])=[O:16])[CH:11]=[CH:10][CH:9]=[CH:8][CH:7]=1. (2) Given the reactants [N:1]1([C:7]2[N:12]=[C:11]3[CH:13]=[CH:14][NH:15][C:10]3=[CH:9][C:8]=2[C:16]2[CH:23]=[CH:22][C:19]([C:20]#[N:21])=[CH:18][CH:17]=2)[CH2:6][CH2:5][O:4][CH2:3][CH2:2]1.[C:24]([N:31]1[CH2:35][CH2:34][C@@H:33]([CH2:36]Br)[CH2:32]1)([O:26][C:27]([CH3:30])([CH3:29])[CH3:28])=[O:25].C(=O)([O-])[O-].[Cs+].[Cs+], predict the reaction product. The product is: [C:20]([C:19]1[CH:18]=[CH:17][C:16]([C:8]2[CH:9]=[C:10]3[N:15]([CH2:36][C@@H:33]4[CH2:34][CH2:35][N:31]([C:24]([O:26][C:27]([CH3:28])([CH3:30])[CH3:29])=[O:25])[CH2:32]4)[CH:14]=[CH:13][C:11]3=[N:12][C:7]=2[N:1]2[CH2:6][CH2:5][O:4][CH2:3][CH2:2]2)=[CH:23][CH:22]=1)#[N:21]. (3) The product is: [OH:22][C@@H:18]([CH:19]([CH3:21])[CH3:20])[C:17]([NH:16][C@@H:14]([CH3:15])[C:13]([N:9]1[CH2:10][CH2:11][CH2:12][C@@H:7]([C:5]([OH:6])=[O:4])[NH:8]1)=[O:24])=[O:23]. Given the reactants ClC(Cl)(Cl)C[O:4][C:5]([C@@H:7]1[CH2:12][CH2:11][CH2:10][N:9]([C:13](=[O:24])[C@@H:14]([NH:16][C:17](=[O:23])[C@@H:18]([OH:22])[CH:19]([CH3:21])[CH3:20])[CH3:15])[NH:8]1)=[O:6].C([O-])(=O)C.[NH4+], predict the reaction product.